Dataset: Forward reaction prediction with 1.9M reactions from USPTO patents (1976-2016). Task: Predict the product of the given reaction. (1) Given the reactants [Cl:1][C:2]1[C:3]([N:12]2[CH2:18][CH2:17][CH2:16][NH:15][CH2:14][CH2:13]2)=[N:4][CH:5]=[C:6]([C:8]([F:11])([F:10])[F:9])[CH:7]=1.Cl[C:20]1[CH:21]=[CH:22][C:23]2[N:24]([C:26]([C:29]([Cl:32])([F:31])[F:30])=[N:27][N:28]=2)[N:25]=1, predict the reaction product. The product is: [Cl:32][C:29]([F:30])([F:31])[C:26]1[N:24]2[N:25]=[C:20]([N:15]3[CH2:16][CH2:17][CH2:18][N:12]([C:3]4[C:2]([Cl:1])=[CH:7][C:6]([C:8]([F:9])([F:10])[F:11])=[CH:5][N:4]=4)[CH2:13][CH2:14]3)[CH:21]=[CH:22][C:23]2=[N:28][N:27]=1. (2) The product is: [Cl:18][C:14]1[CH:13]=[C:12]2[C:17](=[CH:16][CH:15]=1)[N:9]([CH2:5][C:6]([OH:8])=[O:7])[C:10](=[O:34])[C:11]12[C:22](=[O:23])[N:21]([CH2:24][C:25]2[CH:30]=[C:29]([Cl:31])[CH:28]=[CH:27][C:26]=2[F:32])[C:20](=[O:33])[N:19]1[CH2:35][CH3:36]. Given the reactants C([CH:5]([N:9]1[C:17]2[C:12](=[CH:13][C:14]([Cl:18])=[CH:15][CH:16]=2)[C:11]2([C:22](=[O:23])[N:21]([CH2:24][C:25]3[CH:30]=[C:29]([Cl:31])[CH:28]=[CH:27][C:26]=3[F:32])[C:20](=[O:33])[NH:19]2)[C:10]1=[O:34])[C:6]([O-:8])=[O:7])(C)(C)C.[CH2:35](I)[CH3:36], predict the reaction product.